From a dataset of Forward reaction prediction with 1.9M reactions from USPTO patents (1976-2016). Predict the product of the given reaction. (1) Given the reactants Br[C:2]1[C:10]2[C:5](=[CH:6][N:7]=[CH:8][CH:9]=2)[S:4][C:3]=1[CH3:11].[B:12]1([B:12]2[O:16][C:15]([CH3:18])([CH3:17])[C:14]([CH3:20])([CH3:19])[O:13]2)[O:16][C:15]([CH3:18])([CH3:17])[C:14]([CH3:20])([CH3:19])[O:13]1.C([O-])(=O)C.[K+], predict the reaction product. The product is: [CH3:11][C:3]1[S:4][C:5]2=[CH:6][N:7]=[CH:8][CH:9]=[C:10]2[C:2]=1[B:12]1[O:16][C:15]([CH3:18])([CH3:17])[C:14]([CH3:20])([CH3:19])[O:13]1. (2) Given the reactants Br[C:2]1[N:3]([CH2:21][C:22]([N:24]([CH3:26])[CH3:25])=[O:23])[C:4]2[C:9]([C:10]=1[CH:11]1[CH2:16][CH2:15][CH2:14][CH2:13][CH2:12]1)=[CH:8][CH:7]=[C:6]([C:17]([O:19]C)=[O:18])[CH:5]=2.[CH3:27][C:28]1[CH:33]=[CH:32][C:31](B(O)O)=[CH:30][CH:29]=1.C([O-])([O-])=O.[Na+].[Na+].B(Br)(Br)Br, predict the reaction product. The product is: [CH:11]1([C:10]2[C:9]3[C:4](=[CH:5][C:6]([C:17]([OH:19])=[O:18])=[CH:7][CH:8]=3)[N:3]([CH2:21][C:22]([N:24]([CH3:25])[CH3:26])=[O:23])[C:2]=2[C:31]2[CH:32]=[CH:33][C:28]([CH3:27])=[CH:29][CH:30]=2)[CH2:12][CH2:13][CH2:14][CH2:15][CH2:16]1. (3) Given the reactants [CH3:1][N:2]1[CH2:7][CH2:6][O:5][C@H:4]([CH2:8][OH:9])[CH2:3]1.[H-].[Na+].[C:12]1([N:18]2[CH2:23][CH2:22][N:21]([C:24](OC3C=CC([N+]([O-])=O)=CC=3)=[O:25])[CH2:20][CH2:19]2)[CH:17]=[CH:16][CH:15]=[CH:14][CH:13]=1, predict the reaction product. The product is: [C:12]1([N:18]2[CH2:19][CH2:20][N:21]([C:24]([O:9][CH2:8][C@H:4]3[O:5][CH2:6][CH2:7][N:2]([CH3:1])[CH2:3]3)=[O:25])[CH2:22][CH2:23]2)[CH:13]=[CH:14][CH:15]=[CH:16][CH:17]=1. (4) Given the reactants [CH3:1][O:2][C:3]1[N:4]=[C:5]2[C:10](=[CH:11][CH:12]=1)[N:9]=[CH:8][CH:7]=[C:6]2/[CH:13]=[CH:14]/[C:15]([NH:17][CH2:18][C@H:19]1[O:23][C:22](=[O:24])[N:21]([C:25]2[CH:26]=[CH:27][C:28]3[S:33][CH2:32][C:31](=[O:34])[NH:30][C:29]=3[CH:35]=2)[CH2:20]1)=[O:16].CS(N)(=O)=[O:38].CC(N(C)C)=O.CC(O)(C)C.[OH2:52], predict the reaction product. The product is: [OH:52][C@@H:14]([C@H:13]([OH:38])[C:6]1[C:5]2[C:10](=[CH:11][CH:12]=[C:3]([O:2][CH3:1])[N:4]=2)[N:9]=[CH:8][CH:7]=1)[C:15]([NH:17][CH2:18][C@H:19]1[O:23][C:22](=[O:24])[N:21]([C:25]2[CH:26]=[CH:27][C:28]3[S:33][CH2:32][C:31](=[O:34])[NH:30][C:29]=3[CH:35]=2)[CH2:20]1)=[O:16]. (5) Given the reactants [CH3:1][C:2]1[NH:3][C:4]([NH2:7])=[N:5][N:6]=1.[C:8]([C:10]1[CH:15]=[CH:14][CH:13]=[CH:12][C:11]=1[C:16]1[CH:21]=[CH:20][C:19]([CH2:22][CH:23]([C:29](=O)[CH2:30][CH2:31][CH3:32])[C:24](OCC)=[O:25])=[CH:18][CH:17]=1)#[N:9], predict the reaction product. The product is: [CH3:1][C:2]1[N:3]=[C:4]2[NH:7][C:24](=[O:25])[C:23]([CH2:22][C:19]3[CH:20]=[CH:21][C:16]([C:11]4[C:10]([C:8]#[N:9])=[CH:15][CH:14]=[CH:13][CH:12]=4)=[CH:17][CH:18]=3)=[C:29]([CH2:30][CH2:31][CH3:32])[N:5]2[N:6]=1.